This data is from Full USPTO retrosynthesis dataset with 1.9M reactions from patents (1976-2016). The task is: Predict the reactants needed to synthesize the given product. (1) The reactants are: [F:1][C:2]1[C:7]([C:8]([CH2:10][C:11]([O:13][CH2:14][CH3:15])=[O:12])=[O:9])=[C:6]([F:16])[C:5]([F:17])=[C:4]([F:18])[C:3]=1[F:19].[CH:20](OCC)(OCC)OCC.C(OC(=O)C)(=O)C.[CH:37]1([NH2:40])[CH2:39][CH2:38]1. Given the product [F:1][C:2]1[C:7]([C:8]([C:10](=[CH:20][NH:40][CH:37]2[CH2:39][CH2:38]2)[C:11]([O:13][CH2:14][CH3:15])=[O:12])=[O:9])=[C:6]([F:16])[C:5]([F:17])=[C:4]([F:18])[C:3]=1[F:19], predict the reactants needed to synthesize it. (2) Given the product [Cl:16][C:17]1[CH:18]=[C:19]([C:26]2[O:30][N:29]=[C:28]([C:31]3[C:36]4[CH:37]=[CH:38][O:39][C:35]=4[C:34]([O:40][CH2:2][CH2:3][CH2:4][C:5]([O:7][CH2:8][CH3:9])=[O:6])=[CH:33][CH:32]=3)[N:27]=2)[CH:20]=[CH:21][C:22]=1[O:23][CH:24]([CH3:10])[CH3:25], predict the reactants needed to synthesize it. The reactants are: Br[CH2:2][CH2:3][CH2:4][C:5]([O:7][CH2:8][CH3:9])=[O:6].[C:10](=O)([O-])[O-].[K+].[K+].[Cl:16][C:17]1[CH:18]=[C:19]([C:26]2[O:30][N:29]=[C:28]([C:31]3[C:36]4[CH:37]=[CH:38][O:39][C:35]=4[C:34]([OH:40])=[CH:33][CH:32]=3)[N:27]=2)[CH:20]=[CH:21][C:22]=1[O:23][CH2:24][CH3:25].O.